Dataset: Reaction yield outcomes from USPTO patents with 853,638 reactions. Task: Predict the reaction yield, written as a fraction of the theoretical maximum amount of product (1.0 means a 100% yield; for example, 0.34 means a 34% yield). (1) The reactants are [C:1]([C:4]1[O:5][C:6]2[C:12]([O:13][CH3:14])=[CH:11][CH:10]=[CH:9][C:7]=2[CH:8]=1)(=O)[CH3:2].BrCC(C1OC2C(OC)=CC=CC=2C=1)=O.[CH2:30]([C:34]([NH2:36])=[O:35])[C:31]([NH2:33])=[NH:32].Cl.C(=O)([O-])[O-].[K+].[K+]. The catalyst is O1CCCC1.CN(C)C=O.O. The product is [NH2:33][C:31]1[NH:32][C:1]([C:4]2[O:5][C:6]3[C:12]([O:13][CH3:14])=[CH:11][CH:10]=[CH:9][C:7]=3[CH:8]=2)=[CH:2][C:30]=1[C:34]([NH2:36])=[O:35]. The yield is 0.230. (2) The yield is 0.980. The product is [C:1]([O:5][C:6]([NH:8][C@@H:9]([C@H:13]([C:17]1[CH:22]=[CH:21][C:20]([C:23]([F:24])([F:25])[F:26])=[CH:19][CH:18]=1)/[CH:14]=[CH:15]/[CH3:16])[C:10]([O:12][CH3:30])=[O:11])=[O:7])([CH3:2])([CH3:3])[CH3:4]. The catalyst is C1C=CC=CC=1. The reactants are [C:1]([O:5][C:6]([NH:8][C@@H:9]([C@H:13]([C:17]1[CH:22]=[CH:21][C:20]([C:23]([F:26])([F:25])[F:24])=[CH:19][CH:18]=1)/[CH:14]=[CH:15]/[CH3:16])[C:10]([OH:12])=[O:11])=[O:7])([CH3:4])([CH3:3])[CH3:2].CO.[Si](C=[N+]=[N-])(C)(C)[CH3:30].